Dataset: Forward reaction prediction with 1.9M reactions from USPTO patents (1976-2016). Task: Predict the product of the given reaction. (1) Given the reactants Cl[C:2]1[C:7]2[CH2:8][N:9]([CH2:12][C:13]3[CH:18]=[CH:17][C:16]([O:19][CH2:20][C:21]([F:24])([F:23])[F:22])=[C:15]([Cl:25])[CH:14]=3)[C:10](=[O:11])[C:6]=2[CH:5]=[CH:4][N:3]=1.[CH:26]([O:28][C:29]1[CH:34]=[CH:33][CH:32]=[CH:31][CH:30]=1)=[O:27], predict the reaction product. The product is: [Cl:25][C:15]1[CH:14]=[C:13]([CH:18]=[CH:17][C:16]=1[O:19][CH2:20][C:21]([F:24])([F:23])[F:22])[CH2:12][N:9]1[C:10](=[O:11])[C:6]2[CH:5]=[CH:4][N:3]=[C:2]([C:26]([O:28][C:29]3[CH:34]=[CH:33][CH:32]=[CH:31][CH:30]=3)=[O:27])[C:7]=2[CH2:8]1. (2) Given the reactants [Cl:1][C:2]1[NH:7][C:6](=[O:8])[NH:5][C:4](=[O:9])[CH:3]=1.O.[Br-].[Li+].[H-].[Na+].[CH3:15][Si:16]([CH2:19][CH2:20][O:21][CH2:22]Cl)([CH3:18])[CH3:17].C(=O)([O-])[O-].[Na+].[Na+], predict the reaction product. The product is: [Cl:1][C:2]1[N:7]([CH2:22][O:21][CH2:20][CH2:19][Si:16]([CH3:18])([CH3:17])[CH3:15])[C:6](=[O:8])[NH:5][C:4](=[O:9])[CH:3]=1. (3) Given the reactants [C:1]1([C@H:7]([NH2:9])[CH3:8])[CH:6]=[CH:5][CH:4]=[CH:3][CH:2]=1.C(N(CC)CC)C.[CH3:17][C:18]1([CH3:24])[CH2:22][CH2:21][CH2:20][C:19]1=O.C(OCC)C, predict the reaction product. The product is: [CH3:17][C:18]1([CH3:24])[CH2:22][CH2:21][CH2:20]/[C:19]/1=[N:9]\[C@@H:7]([C:1]1[CH:6]=[CH:5][CH:4]=[CH:3][CH:2]=1)[CH3:8]. (4) Given the reactants [C:1]([C:5]1[CH:10]=[CH:9][C:8]([S:11]([N:14]([CH2:22][C:23]([OH:25])=O)[C:15]2[CH:20]=[CH:19][C:18]([CH3:21])=[CH:17][CH:16]=2)(=[O:13])=[O:12])=[CH:7][CH:6]=1)([CH3:4])([CH3:3])[CH3:2].[N:26]1[CH:31]=[CH:30][CH:29]=[CH:28][C:27]=1[CH2:32][NH:33][CH2:34][CH2:35][OH:36], predict the reaction product. The product is: [C:1]([C:5]1[CH:10]=[CH:9][C:8]([S:11]([N:14]([C:15]2[CH:20]=[CH:19][C:18]([CH3:21])=[CH:17][CH:16]=2)[CH2:22][C:23]([N:33]([CH2:34][CH2:35][OH:36])[CH2:32][C:27]2[CH:28]=[CH:29][CH:30]=[CH:31][N:26]=2)=[O:25])(=[O:13])=[O:12])=[CH:7][CH:6]=1)([CH3:4])([CH3:3])[CH3:2].